From a dataset of Reaction yield outcomes from USPTO patents with 853,638 reactions. Predict the reaction yield, written as a fraction of the theoretical maximum amount of product (1.0 means a 100% yield; for example, 0.34 means a 34% yield). The reactants are [N+:1]([C:4]1[CH:9]=[CH:8][CH:7]=[C:6]([N+:10]([O-])=O)[C:5]=1[NH:13][CH2:14][CH2:15][CH2:16][OH:17])([O-])=O. The catalyst is [Pd].O1CCCC1. The product is [NH2:1][C:4]1[CH:9]=[CH:8][CH:7]=[C:6]([NH2:10])[C:5]=1[NH:13][CH2:14][CH2:15][CH2:16][OH:17]. The yield is 0.910.